This data is from NCI-60 drug combinations with 297,098 pairs across 59 cell lines. The task is: Regression. Given two drug SMILES strings and cell line genomic features, predict the synergy score measuring deviation from expected non-interaction effect. (1) Cell line: NCI-H226. Drug 2: CN(CCCl)CCCl.Cl. Synergy scores: CSS=-3.53, Synergy_ZIP=0.511, Synergy_Bliss=-4.58, Synergy_Loewe=-12.1, Synergy_HSA=-9.02. Drug 1: CN(C)N=NC1=C(NC=N1)C(=O)N. (2) Cell line: U251. Drug 2: CN(CCCl)CCCl.Cl. Drug 1: C1CC(=O)NC(=O)C1N2CC3=C(C2=O)C=CC=C3N. Synergy scores: CSS=15.5, Synergy_ZIP=-6.96, Synergy_Bliss=-3.55, Synergy_Loewe=-8.28, Synergy_HSA=-2.24. (3) Drug 1: CCN(CC)CCNC(=O)C1=C(NC(=C1C)C=C2C3=C(C=CC(=C3)F)NC2=O)C. Drug 2: C(CN)CNCCSP(=O)(O)O. Cell line: COLO 205. Synergy scores: CSS=11.8, Synergy_ZIP=-0.345, Synergy_Bliss=-3.66, Synergy_Loewe=6.69, Synergy_HSA=-3.90. (4) Drug 1: CCC1=CC2CC(C3=C(CN(C2)C1)C4=CC=CC=C4N3)(C5=C(C=C6C(=C5)C78CCN9C7C(C=CC9)(C(C(C8N6C)(C(=O)OC)O)OC(=O)C)CC)OC)C(=O)OC.C(C(C(=O)O)O)(C(=O)O)O. Drug 2: CCN(CC)CCNC(=O)C1=C(NC(=C1C)C=C2C3=C(C=CC(=C3)F)NC2=O)C. Cell line: U251. Synergy scores: CSS=30.3, Synergy_ZIP=-0.367, Synergy_Bliss=0.455, Synergy_Loewe=-16.6, Synergy_HSA=1.46. (5) Drug 1: CC1=C(C(=O)C2=C(C1=O)N3CC4C(C3(C2COC(=O)N)OC)N4)N. Drug 2: CC1CCC2CC(C(=CC=CC=CC(CC(C(=O)C(C(C(=CC(C(=O)CC(OC(=O)C3CCCCN3C(=O)C(=O)C1(O2)O)C(C)CC4CCC(C(C4)OC)OP(=O)(C)C)C)C)O)OC)C)C)C)OC. Cell line: T-47D. Synergy scores: CSS=38.9, Synergy_ZIP=0.637, Synergy_Bliss=2.99, Synergy_Loewe=5.31, Synergy_HSA=7.16.